This data is from Forward reaction prediction with 1.9M reactions from USPTO patents (1976-2016). The task is: Predict the product of the given reaction. (1) Given the reactants CC1(C)CCCC(C)(C)N1.[Li]CCCC.[Cl:16][C:17]1[CH:22]=[N:21][CH:20]=[CH:19][N:18]=1.CN([CH:26]=[O:27])C.[BH4-].[Na+], predict the reaction product. The product is: [Cl:16][C:17]1[C:22]([CH2:26][OH:27])=[N:21][CH:20]=[CH:19][N:18]=1. (2) The product is: [CH2:1]([CH:8]([NH:23][C:24]([C:26]1[CH:31]=[N:30][CH:29]=[CH:28][N:27]=1)=[O:25])[C:9]([NH:11][CH:12]([C:17]([N:19]([CH3:22])[N:20]([C:38]#[N:37])[CH3:21])=[O:18])[CH2:13][CH:14]([CH3:16])[CH3:15])=[O:10])[C:2]1[CH:7]=[CH:6][CH:5]=[CH:4][CH:3]=1. Given the reactants [CH2:1]([CH:8]([NH:23][C:24]([C:26]1[CH:31]=[N:30][CH:29]=[CH:28][N:27]=1)=[O:25])[C:9]([NH:11][CH:12]([C:17]([N:19]([CH3:22])[NH:20][CH3:21])=[O:18])[CH2:13][CH:14]([CH3:16])[CH3:15])=[O:10])[C:2]1[CH:7]=[CH:6][CH:5]=[CH:4][CH:3]=1.C([O-])(=O)C.[Na+].[N:37]#[C:38]Br, predict the reaction product. (3) Given the reactants Br[C:2]1[S:6][C:5]([CH2:7][N:8]2[C:16]3[C:11](=[C:12]([C:19]([F:22])([F:21])[F:20])[C:13]([C:17]#[N:18])=[CH:14][CH:15]=3)[CH:10]=[C:9]2[CH3:23])=[CH:4][CH:3]=1.[F:24][C:25]([F:40])([F:39])[C:26]1[CH:27]=[C:28](B(O)O)[CH:29]=[C:30]([C:32]([F:35])([F:34])[F:33])[CH:31]=1, predict the reaction product. The product is: [F:24][C:25]([F:39])([F:40])[C:26]1[CH:27]=[C:28]([C:2]2[S:6][C:5]([CH2:7][N:8]3[C:16]4[C:11](=[C:12]([C:19]([F:22])([F:21])[F:20])[C:13]([C:17]#[N:18])=[CH:14][CH:15]=4)[CH:10]=[C:9]3[CH3:23])=[CH:4][CH:3]=2)[CH:29]=[C:30]([C:32]([F:33])([F:34])[F:35])[CH:31]=1. (4) The product is: [F:1][C:2]1[CH:3]=[CH:4][C:5]([O:10][C:11]2[CH:12]=[C:13]3[CH:19]=[N:18][N:17]([CH3:22])[C:14]3=[CH:15][N:16]=2)=[C:6]([CH:9]=1)[C:7]#[N:8]. Given the reactants [F:1][C:2]1[CH:3]=[CH:4][C:5]([O:10][C:11]2[CH:12]=[C:13]3[CH:19]=[N:18][NH:17][C:14]3=[CH:15][N:16]=2)=[C:6]([CH:9]=1)[C:7]#[N:8].[H-].[Na+].[CH3:22]I, predict the reaction product. (5) Given the reactants [Br:1][C:2]1[CH:3]=[C:4]([CH:8]=[CH:9][CH:10]=1)[CH2:5][CH2:6][NH2:7].C(NC(C)C)(C)C.[F:18][C:19]([F:30])([F:29])[C:20](O[C:20](=[O:21])[C:19]([F:30])([F:29])[F:18])=[O:21], predict the reaction product. The product is: [Br:1][C:2]1[CH:3]=[C:4]([CH:8]=[CH:9][CH:10]=1)[CH2:5][CH2:6][NH:7][C:20](=[O:21])[C:19]([F:30])([F:29])[F:18]. (6) The product is: [OH:5][C:6]1[CH:14]=[CH:13][C:9]([C:10]([O:12][CH3:17])=[O:11])=[C:8]([O:15][CH3:16])[CH:7]=1. Given the reactants S(Cl)(Cl)=O.[OH:5][C:6]1[CH:14]=[CH:13][C:9]([C:10]([OH:12])=[O:11])=[C:8]([O:15][CH3:16])[CH:7]=1.[CH3:17]O, predict the reaction product. (7) Given the reactants [CH3:1][C:2]1[N:17]2[C:5]([CH2:6][C:7]3[C:15]4[CH:14]=[CH:13][CH:12]=[CH:11][C:10]=4[NH:9][C:8]=3[CH2:16]2)=[C:4]([C:18]([O:20][CH3:21])=[O:19])[C:3]=1[C:22]([O:24][CH3:25])=[O:23].[H-].[Na+].I[CH2:29][CH3:30], predict the reaction product. The product is: [CH2:29]([N:9]1[C:10]2[CH:11]=[CH:12][CH:13]=[CH:14][C:15]=2[C:7]2[CH2:6][C:5]3[N:17]([CH2:16][C:8]1=2)[C:2]([CH3:1])=[C:3]([C:22]([O:24][CH3:25])=[O:23])[C:4]=3[C:18]([O:20][CH3:21])=[O:19])[CH3:30].